This data is from Catalyst prediction with 721,799 reactions and 888 catalyst types from USPTO. The task is: Predict which catalyst facilitates the given reaction. (1) The catalyst class is: 1. Product: [CH3:15][O:14][C:11]1[CH:10]=[CH:9][C:8]([CH2:7][N:6]2[C:2]3[N:1]=[C:19]([OH:20])[N:18]=[C:16]([OH:17])[C:3]=3[N:4]=[N:5]2)=[CH:13][CH:12]=1. Reactant: [NH2:1][C:2]1[N:6]([CH2:7][C:8]2[CH:13]=[CH:12][C:11]([O:14][CH3:15])=[CH:10][CH:9]=2)[N:5]=[N:4][C:3]=1[C:16]([NH2:18])=[O:17].[C:19](=O)(OCC)[O:20]CC.CC(C)([O-])C.[K+].O. (2) Reactant: [I:1]I.C(ON=O)(C)(C)C.N[C:11]1[CH:12]=[C:13]([CH:18]=[CH:19][C:20]=1[CH3:21])[C:14]([O:16][CH3:17])=[O:15].[O-]S([O-])=O.[Na+].[Na+]. Product: [I:1][C:11]1[CH:12]=[C:13]([CH:18]=[CH:19][C:20]=1[CH3:21])[C:14]([O:16][CH3:17])=[O:15]. The catalyst class is: 23. (3) Reactant: Br[C:2]1[C:7]([N+:8]([O-:10])=[O:9])=[CH:6][CH:5]=[CH:4][C:3]=1[O:11][CH:12]([F:14])[F:13].[C:15]([Cu])#[N:16].[Li+].[Br-]. Product: [F:13][CH:12]([F:14])[O:11][C:3]1[CH:4]=[CH:5][CH:6]=[C:7]([N+:8]([O-:10])=[O:9])[C:2]=1[C:15]#[N:16]. The catalyst class is: 207. (4) Reactant: [Cl:1][C:2]1[N:7]=[C:6](Cl)[C:5]([CH3:9])=[CH:4][N:3]=1.[CH3:10]N1CCCC1=O.C[Mg]Br. Product: [Cl:1][C:2]1[N:7]=[C:6]([CH3:10])[C:5]([CH3:9])=[CH:4][N:3]=1. The catalyst class is: 7. (5) Reactant: Cl.[NH2:2][C@:3]([CH3:24])([CH2:6][CH2:7][C:8]1[O:9][C:10]([C:13]#[C:14][CH2:15][CH2:16][O:17][CH:18]2[CH2:23][CH2:22][CH2:21][CH2:20][CH2:19]2)=[CH:11][CH:12]=1)[CH2:4][OH:5].O.C(=O)([O-])O.[K+].[CH2:31]([O:34][C:35](Cl)=[O:36])[CH:32]=[CH2:33]. Product: [CH2:31]([O:34][C:35]([NH:2][C@:3]([CH3:24])([CH2:6][CH2:7][C:8]1[O:9][C:10]([C:13]#[C:14][CH2:15][CH2:16][O:17][CH:18]2[CH2:19][CH2:20][CH2:21][CH2:22][CH2:23]2)=[CH:11][CH:12]=1)[CH2:4][OH:5])=[O:36])[CH:32]=[CH2:33]. The catalyst class is: 13.